Dataset: Forward reaction prediction with 1.9M reactions from USPTO patents (1976-2016). Task: Predict the product of the given reaction. (1) Given the reactants [Cl:1][C:2]1[CH:7]=[C:6]([Cl:8])[CH:5]=[CH:4][C:3]=1[CH2:9][N:10]1[C:15](=[O:16])[C:14]([C:17]([NH:19][CH2:20][C:21]([O:23]CC)=[O:22])=[O:18])=[C:13]([OH:26])[C:12]([C:27](OC)=[O:28])=[C:11]1[OH:31].[CH2:32]([NH2:36])[CH2:33][CH2:34][CH3:35], predict the reaction product. The product is: [CH2:32]([NH:36][C:27]([C:12]1[C:13]([OH:26])=[C:14]([C:17]([NH:19][CH2:20][C:21]([OH:23])=[O:22])=[O:18])[C:15](=[O:16])[N:10]([CH2:9][C:3]2[CH:4]=[CH:5][C:6]([Cl:8])=[CH:7][C:2]=2[Cl:1])[C:11]=1[OH:31])=[O:28])[CH2:33][CH2:34][CH3:35]. (2) Given the reactants C(C1C=C(C=CN=1)C(O)=O)C(C)C.[CH2:14]([C:19]1[CH:20]=[C:21]([CH:29]=[CH:30][N:31]=1)[C:22]([O:24]C(C)(C)C)=[O:23])[CH2:15][CH:16]([CH3:18])[CH3:17], predict the reaction product. The product is: [CH2:14]([C:19]1[CH:20]=[C:21]([CH:29]=[CH:30][N:31]=1)[C:22]([OH:24])=[O:23])[CH2:15][CH:16]([CH3:18])[CH3:17]. (3) Given the reactants [CH2:1]([C@@:4]1([C:26]2[CH:31]=[CH:30][C:29]([F:32])=[CH:28][CH:27]=2)[O:9][C:8](=[O:10])[N:7]([C@H:11]([C:13]2[CH:18]=[CH:17][C:16]([C:19]3[CH:20]=[N:21][C:22](N)=[CH:23][CH:24]=3)=[CH:15][CH:14]=2)[CH3:12])[CH2:6][CH2:5]1)[CH:2]=[CH2:3].N([O-])=[O:34].[Na+].[OH-].[Na+], predict the reaction product. The product is: [CH2:1]([C@@:4]1([C:26]2[CH:27]=[CH:28][C:29]([F:32])=[CH:30][CH:31]=2)[O:9][C:8](=[O:10])[N:7]([C@H:11]([C:13]2[CH:14]=[CH:15][C:16]([C:19]3[CH:24]=[CH:23][C:22](=[O:34])[NH:21][CH:20]=3)=[CH:17][CH:18]=2)[CH3:12])[CH2:6][CH2:5]1)[CH:2]=[CH2:3]. (4) Given the reactants [F:1][C:2]([F:16])([F:15])[CH:3]([NH2:14])[CH2:4][C:5]1[C:13]2[C:8](=[CH:9][CH:10]=[CH:11][CH:12]=2)[NH:7][CH:6]=1.[Br:17][C:18]1[CH:23]=[C:22]([Cl:24])[C:21]([S:25](Cl)(=[O:27])=[O:26])=[C:20]([Cl:29])[CH:19]=1, predict the reaction product. The product is: [Br:17][C:18]1[CH:23]=[C:22]([Cl:24])[C:21]([S:25]([NH:14][CH:3]([CH2:4][C:5]2[C:13]3[C:8](=[CH:9][CH:10]=[CH:11][CH:12]=3)[NH:7][CH:6]=2)[C:2]([F:1])([F:15])[F:16])(=[O:26])=[O:27])=[C:20]([Cl:29])[CH:19]=1. (5) Given the reactants [Cl:1][C:2]1[CH:7]=[CH:6][CH:5]=[CH:4][C:3]=1[C:8]1[C:12]([C:13]2[N:17]([CH2:18][O:19][CH2:20][CH2:21][Si:22]([CH3:25])([CH3:24])[CH3:23])[CH:16]=[N:15][N:14]=2)=[CH:11][N:10]([C:26]2[C:31]([CH3:32])=[CH:30][N:29]=[C:28]([NH2:33])[CH:27]=2)[N:9]=1.[C:34](Cl)(=[O:37])[O:35][CH3:36].[OH-].[Na+], predict the reaction product. The product is: [Cl:1][C:2]1[CH:7]=[CH:6][CH:5]=[CH:4][C:3]=1[C:8]1[C:12]([C:13]2[N:17]([CH2:18][O:19][CH2:20][CH2:21][Si:22]([CH3:25])([CH3:24])[CH3:23])[CH:16]=[N:15][N:14]=2)=[CH:11][N:10]([C:26]2[C:31]([CH3:32])=[CH:30][N:29]=[C:28]([NH:33][C:34](=[O:37])[O:35][CH3:36])[CH:27]=2)[N:9]=1. (6) Given the reactants Br[C:2]1[C:11]2[C:6](=[CH:7][CH:8]=[CH:9][CH:10]=2)[CH:5]=[C:4]([S:12]([C:15]2[CH:20]=[CH:19][C:18]([F:21])=[CH:17][CH:16]=2)(=[O:14])=[O:13])[N:3]=1.C1(P(C2C=CC=CC=2)C2C3OC4C(=CC=CC=4P(C4C=CC=CC=4)C4C=CC=CC=4)C(C)(C)C=3C=CC=2)C=CC=CC=1.[S:64]1[C:68]([NH2:69])=[N:67][CH:66]=[N:65]1.C([O-])([O-])=O.[Na+].[Na+], predict the reaction product. The product is: [F:21][C:18]1[CH:19]=[CH:20][C:15]([S:12]([C:4]2[N:3]=[C:2]([NH:69][C:68]3[S:64][N:65]=[CH:66][N:67]=3)[C:11]3[C:6]([CH:5]=2)=[CH:7][CH:8]=[CH:9][CH:10]=3)(=[O:14])=[O:13])=[CH:16][CH:17]=1. (7) Given the reactants [Cl:1][C:2]1[CH:3]=[C:4]([CH:18]=[CH:19][C:20]=1[Cl:21])[CH2:5][N:6]1[C:15](=[O:16])[C:14]2[C:9](=[CH:10][CH:11]=[C:12]([NH2:17])[CH:13]=2)[N:8]=[CH:7]1.[CH2:22]([N:27]=[C:28]=[O:29])[CH2:23][CH2:24][CH2:25][CH3:26].C([O-])([O-])=O.[Na+].[Na+], predict the reaction product. The product is: [Cl:1][C:2]1[CH:3]=[C:4]([CH:18]=[CH:19][C:20]=1[Cl:21])[CH2:5][N:6]1[C:15](=[O:16])[C:14]2[C:9](=[CH:10][CH:11]=[C:12]([NH:17][C:28]([NH:27][CH2:22][CH2:23][CH2:24][CH2:25][CH3:26])=[O:29])[CH:13]=2)[N:8]=[CH:7]1. (8) Given the reactants [C:1]([O:5][C:6](=[O:18])[CH2:7][N:8]1[C:12]2[CH:13]=[CH:14][CH:15]=[CH:16][C:11]=2[NH:10][C:9]1=[O:17])([CH3:4])([CH3:3])[CH3:2].CC(N=P(N1CCCC1)(N1CCCC1)N1CCCC1)(C)C.Cl[CH2:41][C:42]1[N:46]([CH2:47][CH2:48][CH:49]([CH3:51])[CH3:50])[C:45]2[CH:52]=[CH:53][C:54]([C:56]#[N:57])=[CH:55][C:44]=2[N:43]=1, predict the reaction product. The product is: [C:1]([O:5][C:6](=[O:18])[CH2:7][N:8]1[C:12]2[CH:13]=[CH:14][CH:15]=[CH:16][C:11]=2[N:10]([CH2:41][C:42]2[N:46]([CH2:47][CH2:48][CH:49]([CH3:51])[CH3:50])[C:45]3[CH:52]=[CH:53][C:54]([C:56]#[N:57])=[CH:55][C:44]=3[N:43]=2)[C:9]1=[O:17])([CH3:4])([CH3:2])[CH3:3]. (9) Given the reactants [Cl:1]N1C(=O)CCC1=O.[O:9]([CH2:16][C:17]1[CH:26]=[C:20]2[C:21](=[O:25])[NH:22][CH2:23][CH2:24][N:19]2[N:18]=1)[C:10]1[CH:15]=[CH:14][CH:13]=[CH:12][CH:11]=1, predict the reaction product. The product is: [Cl:1][C:13]1[CH:12]=[CH:11][C:10]([O:9][CH2:16][C:17]2[CH:26]=[C:20]3[C:21](=[O:25])[NH:22][CH2:23][CH2:24][N:19]3[N:18]=2)=[CH:15][CH:14]=1.